Dataset: Full USPTO retrosynthesis dataset with 1.9M reactions from patents (1976-2016). Task: Predict the reactants needed to synthesize the given product. Given the product [F:4][C:5]1[CH:28]=[CH:27][C:8]([O:9][C:10]2[C:18]3[N:17]=[C:16]([NH:2][NH2:3])[NH:15][C:14]=3[CH:13]=[C:12]([O:20][C:21]3[CH:22]=[N:23][CH:24]=[CH:25][CH:26]=3)[CH:11]=2)=[CH:7][CH:6]=1, predict the reactants needed to synthesize it. The reactants are: O.[NH2:2][NH2:3].[F:4][C:5]1[CH:28]=[CH:27][C:8]([O:9][C:10]2[C:18]3[N:17]=[C:16](S)[NH:15][C:14]=3[CH:13]=[C:12]([O:20][C:21]3[CH:22]=[N:23][CH:24]=[CH:25][CH:26]=3)[CH:11]=2)=[CH:7][CH:6]=1.